This data is from Forward reaction prediction with 1.9M reactions from USPTO patents (1976-2016). The task is: Predict the product of the given reaction. (1) The product is: [CH2:24]([O:31][C:32]1[CH:33]=[CH:34][C:35]2[C:36]3[N:43]([CH2:44][CH:45]([CH3:47])[CH3:46])[C:1]([CH2:2][CH3:3])=[N:42][C:37]=3[CH:38]=[N:39][C:40]=2[CH:41]=1)[C:25]1[CH:26]=[CH:27][CH:28]=[CH:29][CH:30]=1. Given the reactants [C:1](OCC)(OCC)(OCC)[CH2:2][CH3:3].C(OCC)(OCC)(OCC)C.[CH2:24]([O:31][C:32]1[CH:41]=[C:40]2[C:35]([C:36]([NH:43][CH2:44][CH:45]([CH3:47])[CH3:46])=[C:37]([NH2:42])[CH:38]=[N:39]2)=[CH:34][CH:33]=1)[C:25]1[CH:30]=[CH:29][CH:28]=[CH:27][CH:26]=1, predict the reaction product. (2) Given the reactants CC([N:5]([C:9]([C@H:12]1[CH2:16][CH2:15][N:14]([CH2:17][CH2:18][C:19]2[C:28]3[C:23](=[CH:24][CH:25]=[C:26]([O:29][CH3:30])[N:27]=3)[N:22]=[CH:21][C:20]=2[F:31])[CH2:13]1)([CH3:11])[CH3:10])C(=O)[O-])(C)C.Cl, predict the reaction product. The product is: [F:31][C:20]1[CH:21]=[N:22][C:23]2[C:28]([C:19]=1[CH2:18][CH2:17][N:14]1[CH2:15][CH2:16][C@@H:12]([C:9]([NH2:5])([CH3:11])[CH3:10])[CH2:13]1)=[N:27][C:26]([O:29][CH3:30])=[CH:25][CH:24]=2. (3) Given the reactants O=O.[C:3]([O:7][C:8]([N:10]1[CH2:15][CH2:14][C:13]([C:16]2[C:24]3[C:19](=[CH:20][CH:21]=[CH:22][CH:23]=3)[NH:18][CH:17]=2)=[C:12]([C:25]([OH:27])=[O:26])[CH2:11]1)=[O:9])([CH3:6])([CH3:5])[CH3:4].C(N(CC)CC)C.[H][H], predict the reaction product. The product is: [C:3]([O:7][C:8]([N:10]1[CH2:15][CH2:14][CH:13]([C:16]2[C:24]3[C:19](=[CH:20][CH:21]=[CH:22][CH:23]=3)[NH:18][CH:17]=2)[CH:12]([C:25]([OH:27])=[O:26])[CH2:11]1)=[O:9])([CH3:6])([CH3:4])[CH3:5]. (4) Given the reactants [F:1][C:2]1[CH:3]=[C:4]([C:12]2[S:16][C:15]([N:17]=[C:18]=[O:19])=[N:14][C:13]=2[CH3:20])[CH:5]=[CH:6][C:7]=1[S:8]([CH3:11])(=[O:10])=[O:9].[NH2:21][CH2:22][CH2:23][OH:24], predict the reaction product. The product is: [F:1][C:2]1[CH:3]=[C:4]([C:12]2[S:16][C:15]([NH:17][C:18]([NH:21][CH2:22][CH2:23][OH:24])=[O:19])=[N:14][C:13]=2[CH3:20])[CH:5]=[CH:6][C:7]=1[S:8]([CH3:11])(=[O:10])=[O:9]. (5) The product is: [Cl:1][C:2]1[CH:7]=[C:6]([NH2:8])[CH:5]=[CH:4][C:3]=1[O:11][C:12]1[CH:17]=[CH:16][C:15]([Cl:18])=[CH:14][C:13]=1[Cl:19]. Given the reactants [Cl:1][C:2]1[CH:7]=[C:6]([N+:8]([O-])=O)[CH:5]=[CH:4][C:3]=1[O:11][C:12]1[CH:17]=[CH:16][C:15]([Cl:18])=[CH:14][C:13]=1[Cl:19], predict the reaction product.